This data is from Reaction yield outcomes from USPTO patents with 853,638 reactions. The task is: Predict the reaction yield, written as a fraction of the theoretical maximum amount of product (1.0 means a 100% yield; for example, 0.34 means a 34% yield). (1) The reactants are [Br-].[Br-].[Br-].C1([N+](C)(C)C)C=CC=CC=1.C1([N+](C)(C)C)C=CC=CC=1.C1([N+](C)(C)C)C=CC=CC=1.[F:34][C:35]([F:50])([F:49])[C:36]1[CH:37]=[C:38]([C:46](=O)[CH3:47])[CH:39]=[C:40]([C:42]([F:45])([F:44])[F:43])[CH:41]=1.S([O-])([O-])(=O)=O.[Na+].[Na+].[NH2:58][C:59]([NH2:61])=[S:60].C(=O)([O-])O.[Na+]. The catalyst is O1CCCC1.C(O)C.O. The product is [NH2:61][C:59]1[S:60][CH:47]=[C:46]([C:38]2[CH:37]=[C:36]([C:35]([F:50])([F:49])[F:34])[CH:41]=[C:40]([C:42]([F:45])([F:44])[F:43])[CH:39]=2)[N:58]=1. The yield is 0.833. (2) The reactants are [F:1][C:2]1[CH:3]=[C:4]2[C:9](=[CH:10][CH:11]=1)[CH:8]=[N:7][C:6]([NH:12][C:13](=[O:36])[O:14][CH2:15][C@@H:16]([N:22]([CH3:35])[C:23]([NH:25][CH2:26][C:27]1[CH:32]=[CH:31][CH:30]=[C:29]([F:33])[C:28]=1[Cl:34])=[O:24])[CH2:17][CH:18]([OH:21])[CH2:19][OH:20])=[CH:5]2.CO. The catalyst is C(Cl)Cl. The product is [F:1][C:2]1[CH:3]=[C:4]2[C:9](=[CH:10][CH:11]=1)[CH:8]=[N:7][C:6]([NH:12][C:13](=[O:36])[O:14][CH2:15][C@@H:16]([N:22]([CH3:35])[C:23]([NH:25][CH2:26][C:27]1[CH:32]=[CH:31][CH:30]=[C:29]([F:33])[C:28]=1[Cl:34])=[O:24])[CH2:17][C@H:18]([OH:21])[CH2:19][OH:20])=[CH:5]2. The yield is 0.143. (3) The reactants are [C:1]([O:5][C:6]([N:8](C(OC(C)(C)C)=O)[C:9]1[O:17][C:16]2[C:11](=[N:12][CH:13]=[C:14]([CH2:18][CH2:19][CH2:20][O:21][CH3:22])[CH:15]=2)[C:10]=1[C:23]([O:25]CC)=[O:24])=[O:7])([CH3:4])([CH3:3])[CH3:2].[Li+].[OH-].O.CO. The catalyst is C1COCC1. The product is [C:1]([O:5][C:6]([NH:8][C:9]1[O:17][C:16]2[C:11](=[N:12][CH:13]=[C:14]([CH2:18][CH2:19][CH2:20][O:21][CH3:22])[CH:15]=2)[C:10]=1[C:23]([OH:25])=[O:24])=[O:7])([CH3:4])([CH3:2])[CH3:3]. The yield is 0.850. (4) The reactants are FC(F)(F)C(O)=O.C([O:12][CH2:13][CH2:14][O:15][NH:16][C:17]([C:19]1[C:20]([NH:30][C:31]2[CH:36]=[CH:35][C:34]([I:37])=[CH:33][C:32]=2[F:38])=[C:21]([CH3:29])[C:22](=[O:28])[N:23]2[C:27]=1[CH2:26][CH2:25][CH2:24]2)=[O:18])(C)(C)C.CO. The catalyst is C(Cl)Cl. The product is [OH:12][CH2:13][CH2:14][O:15][NH:16][C:17]([C:19]1[C:20]([NH:30][C:31]2[CH:36]=[CH:35][C:34]([I:37])=[CH:33][C:32]=2[F:38])=[C:21]([CH3:29])[C:22](=[O:28])[N:23]2[C:27]=1[CH2:26][CH2:25][CH2:24]2)=[O:18]. The yield is 0.450. (5) The reactants are C(OC([N:8]1[CH2:13][CH2:12][CH:11]([C:14]2[CH:19]=[CH:18][C:17]([NH:20][C:21]([C:23]3[N:24](COCC[Si](C)(C)C)[CH:25]=[C:26]([C:28]#[N:29])[N:27]=3)=[O:22])=[C:16]([C:38]3[CH2:43][CH2:42][CH2:41][CH2:40][CH:39]=3)[CH:15]=2)[CH2:10][CH2:9]1)=O)(C)(C)C.[C:44]([OH:50])([C:46]([F:49])([F:48])[F:47])=[O:45]. The catalyst is C(Cl)Cl.CCO. The product is [F:47][C:46]([F:49])([F:48])[C:44]([OH:50])=[O:45].[C:38]1([C:16]2[CH:15]=[C:14]([CH:11]3[CH2:10][CH2:9][NH:8][CH2:13][CH2:12]3)[CH:19]=[CH:18][C:17]=2[NH:20][C:21]([C:23]2[NH:24][CH:25]=[C:26]([C:28]#[N:29])[N:27]=2)=[O:22])[CH2:43][CH2:42][CH2:41][CH2:40][CH:39]=1. The yield is 0.700. (6) The reactants are [OH:1][C@H:2]([C:21]1[CH:26]=[CH:25][C:24]([O:27][CH3:28])=[CH:23][CH:22]=1)[C@H:3]([NH:10][C:11](=[O:20])OCC1C=CC=CC=1)[CH2:4][N:5]1[CH2:9][CH2:8][CH2:7][CH2:6]1.Cl.[CH3:30][CH2:31][OH:32]. The catalyst is [Pd]. The product is [OH:1][C@H:2]([C:21]1[CH:22]=[CH:23][C:24]([O:27][CH3:28])=[CH:25][CH:26]=1)[C@H:3]([NH:10][C:11](=[O:20])[CH2:30][CH2:31][O:32][C:24]1[CH:25]=[CH:26][C:21]([CH3:2])=[CH:22][CH:23]=1)[CH2:4][N:5]1[CH2:6][CH2:7][CH2:8][CH2:9]1. The yield is 0.850. (7) The reactants are [NH2:1][C:2]1[CH:7]=[CH:6][C:5]([C:8]([OH:10])=[O:9])=[CH:4][N:3]=1.S(Cl)(Cl)=O.[CH2:15](O)[CH3:16]. No catalyst specified. The product is [NH2:1][C:2]1[CH:7]=[CH:6][C:5]([C:8]([O:10][CH2:15][CH3:16])=[O:9])=[CH:4][N:3]=1. The yield is 0.880. (8) The reactants are [Cl:1][C:2]1[CH:7]=[C:6]([I:8])[CH:5]=[CH:4][C:3]=1[NH:9][C:10](=[O:37])[C@@H:11]([N:20]1[C:24](=[O:25])[C@@H:23]([C:26]2[CH:31]=[CH:30][C:29]([O:32][CH2:33][CH2:34][OH:35])=[CH:28][CH:27]=2)[NH:22][C:21]1=[O:36])[C@H:12]([C:14]1[CH:19]=[CH:18][CH:17]=[CH:16][CH:15]=1)[CH3:13]. The catalyst is CO. The product is [Cl:1][C:2]1[CH:7]=[C:6]([I:8])[CH:5]=[CH:4][C:3]=1[NH:9][C:10](=[O:37])[C@@H:11]([N:20]1[C:24](=[O:25])[C@H:23]([C:26]2[CH:27]=[CH:28][C:29]([O:32][CH2:33][CH2:34][OH:35])=[CH:30][CH:31]=2)[NH:22][C:21]1=[O:36])[C@H:12]([C:14]1[CH:19]=[CH:18][CH:17]=[CH:16][CH:15]=1)[CH3:13]. The yield is 0.290. (9) The reactants are [Na+].[CH:2]1[C:15]2[C:14](=[O:16])[C:13]3[C:8](=[CH:9][CH:10]=[CH:11][CH:12]=3)[C:7](=[O:17])[C:6]=2[CH:5]=[CH:4][C:3]=1[S:18]([O-:21])(=O)=[O:19].CN(C=O)C.S(Cl)([Cl:29])=O. No catalyst specified. The product is [CH:2]1[C:15]2[C:14](=[O:16])[C:13]3[C:8](=[CH:9][CH:10]=[CH:11][CH:12]=3)[C:7](=[O:17])[C:6]=2[CH:5]=[CH:4][C:3]=1[S:18]([Cl:29])(=[O:21])=[O:19]. The yield is 0.900.